From a dataset of Reaction yield outcomes from USPTO patents with 853,638 reactions. Predict the reaction yield, written as a fraction of the theoretical maximum amount of product (1.0 means a 100% yield; for example, 0.34 means a 34% yield). (1) The reactants are BrC1C=CC(CC[C:10]([NH:12]C)=O)=CC=1.[Br:14][C:15]1[CH:20]=[CH:19][C:18]([CH2:21][C:22]([OH:24])=O)=[CH:17][CH:16]=1.CN. No catalyst specified. The product is [Br:14][C:15]1[CH:20]=[CH:19][C:18]([CH2:21][C:22]([NH:12][CH3:10])=[O:24])=[CH:17][CH:16]=1. The yield is 0.750. (2) The reactants are [F:1][C:2]([F:47])([F:46])[C:3]1[CH:4]=[C:5]([CH:43]=[CH:44][CH:45]=1)[CH2:6][NH:7][C:8]([C:10]1[CH:15]=[CH:14][N:13]=[C:12]([C:16]2[CH:21]=[C:20]([F:22])[CH:19]=[CH:18][C:17]=2[NH:23][C:24]([C:26]2[CH:27]=[C:28]([CH:40]=[CH:41][CH:42]=2)[CH2:29][S:30][CH2:31][CH2:32][C:33]([O:35]C(C)(C)C)=[O:34])=[O:25])[CH:11]=1)=[O:9].FC(F)(F)C(O)=O. The catalyst is ClCCl. The product is [F:46][C:2]([F:1])([F:47])[C:3]1[CH:4]=[C:5]([CH:43]=[CH:44][CH:45]=1)[CH2:6][NH:7][C:8]([C:10]1[CH:15]=[CH:14][N:13]=[C:12]([C:16]2[CH:21]=[C:20]([F:22])[CH:19]=[CH:18][C:17]=2[NH:23][C:24]([C:26]2[CH:27]=[C:28]([CH:40]=[CH:41][CH:42]=2)[CH2:29][S:30][CH2:31][CH2:32][C:33]([OH:35])=[O:34])=[O:25])[CH:11]=1)=[O:9]. The yield is 0.250. (3) The reactants are N[C@H:2]([C:8]([OH:10])=[O:9])[CH2:3][CH2:4][C:5]([OH:7])=[O:6].N([O-])=O.[Na+]. The catalyst is O.Cl. The product is [O:9]=[C:8]1[O:10][C@H:4]([C:5]([OH:7])=[O:6])[CH2:3][CH2:2]1. The yield is 0.590.